This data is from TCR-epitope binding with 47,182 pairs between 192 epitopes and 23,139 TCRs. The task is: Binary Classification. Given a T-cell receptor sequence (or CDR3 region) and an epitope sequence, predict whether binding occurs between them. The epitope is EHPTFTSQYRIQGKL. The TCR CDR3 sequence is CASSDSGAGTPNGYTF. Result: 0 (the TCR does not bind to the epitope).